This data is from Serine/threonine kinase 33 screen with 319,792 compounds. The task is: Binary Classification. Given a drug SMILES string, predict its activity (active/inactive) in a high-throughput screening assay against a specified biological target. The molecule is N1CC(N(CC1)CCc1c2c(ccc1)cccc2)Cc1ccccc1. The result is 0 (inactive).